Dataset: Peptide-MHC class I binding affinity with 185,985 pairs from IEDB/IMGT. Task: Regression. Given a peptide amino acid sequence and an MHC pseudo amino acid sequence, predict their binding affinity value. This is MHC class I binding data. (1) The peptide sequence is ILIGFLVLW. The MHC is HLA-B57:01 with pseudo-sequence HLA-B57:01. The binding affinity (normalized) is 0.341. (2) The peptide sequence is ALAVLSKCY. The MHC is HLA-A26:01 with pseudo-sequence HLA-A26:01. The binding affinity (normalized) is 0.213. (3) The peptide sequence is HVTGRWNWW. The MHC is HLA-B46:01 with pseudo-sequence HLA-B46:01. The binding affinity (normalized) is 0.0847. (4) The binding affinity (normalized) is 0.0847. The MHC is HLA-A03:01 with pseudo-sequence HLA-A03:01. The peptide sequence is YADGGQWYN.